From a dataset of Full USPTO retrosynthesis dataset with 1.9M reactions from patents (1976-2016). Predict the reactants needed to synthesize the given product. (1) Given the product [Br:1][C:2]1[CH:3]=[N:4][C:5]([N:13]2[CH2:14][CH:11]([F:10])[CH2:12]2)=[N:6][CH:7]=1, predict the reactants needed to synthesize it. The reactants are: [Br:1][C:2]1[CH:3]=[N:4][C:5](Cl)=[N:6][CH:7]=1.Cl.[F:10][CH:11]1[CH2:14][NH:13][CH2:12]1. (2) Given the product [CH2:1]([O:5][C:6]([N:8]1[CH2:9][CH2:10][N:11]([C:14](=[O:40])[C@@H:15]([NH:25][C:26]([C:28]2[CH:37]=[C:36]([O:38][CH2:56][C:55]([O:54][CH2:47][C:48]3[CH:53]=[CH:52][CH:51]=[CH:50][CH:49]=3)=[O:58])[C:35]3[C:30](=[CH:31][C:32]([CH3:39])=[CH:33][CH:34]=3)[CH:29]=2)=[O:27])[CH2:16][CH2:17][C:18]([O:20][C:21]([CH3:23])([CH3:22])[CH3:24])=[O:19])[CH2:12][CH2:13]1)=[O:7])[CH2:2][CH2:3][CH3:4], predict the reactants needed to synthesize it. The reactants are: [CH2:1]([O:5][C:6]([N:8]1[CH2:13][CH2:12][N:11]([C:14](=[O:40])[C@@H:15]([NH:25][C:26]([C:28]2[CH:37]=[C:36]([OH:38])[C:35]3[C:30](=[CH:31][C:32]([CH3:39])=[CH:33][CH:34]=3)[CH:29]=2)=[O:27])[CH2:16][CH2:17][C:18]([O:20][C:21]([CH3:24])([CH3:23])[CH3:22])=[O:19])[CH2:10][CH2:9]1)=[O:7])[CH2:2][CH2:3][CH3:4].C(=O)([O-])[O-].[Cs+].[Cs+].[CH2:47]([O:54][C:55](=[O:58])[CH2:56]Br)[C:48]1[CH:53]=[CH:52][CH:51]=[CH:50][CH:49]=1. (3) The reactants are: [Br:1][C:2]1[CH:3]=[C:4]([CH:7]=[C:8]([Br:10])[CH:9]=1)[CH:5]=O.[C:11]1([CH:17](P(=O)(OCC)OCC)[C:18]2[CH:23]=[CH:22][CH:21]=[CH:20][CH:19]=2)[CH:16]=[CH:15][CH:14]=[CH:13][CH:12]=1.CS(C)=O.CC(C)([O-])C.[K+]. Given the product [C:11]1([C:17]([C:18]2[CH:19]=[CH:20][CH:21]=[CH:22][CH:23]=2)=[CH:5][C:4]2[CH:3]=[C:2]([Br:1])[CH:9]=[C:8]([Br:10])[CH:7]=2)[CH:16]=[CH:15][CH:14]=[CH:13][CH:12]=1, predict the reactants needed to synthesize it.